This data is from Reaction yield outcomes from USPTO patents with 853,638 reactions. The task is: Predict the reaction yield, written as a fraction of the theoretical maximum amount of product (1.0 means a 100% yield; for example, 0.34 means a 34% yield). The reactants are Cl.Cl[C:3]1[CH:8]=[C:7]([CH3:9])[CH:6]=[CH:5][N+:4]=1[O-:10].[NH2:11][CH2:12][CH2:13][CH2:14][OH:15].C([O-])(O)=O.[Na+]. The catalyst is C(O)(CC)(C)C.C(Cl)Cl. The product is [OH:15][CH2:14][CH2:13][CH2:12][NH:11][C:3]1[CH:8]=[C:7]([CH3:9])[CH:6]=[CH:5][N+:4]=1[O-:10]. The yield is 0.750.